From a dataset of Full USPTO retrosynthesis dataset with 1.9M reactions from patents (1976-2016). Predict the reactants needed to synthesize the given product. The reactants are: [Br:1][C:2]1[CH:3]=[C:4]2[C:9](=[CH:10][CH:11]=1)[O:8][C:7](=[O:12])[C:6]([C:13]([OH:15])=O)=[CH:5]2.C(Cl)(=O)C([Cl:19])=O. Given the product [Br:1][C:2]1[CH:3]=[C:4]2[C:9](=[CH:10][CH:11]=1)[O:8][C:7](=[O:12])[C:6]([C:13]([Cl:19])=[O:15])=[CH:5]2, predict the reactants needed to synthesize it.